From a dataset of Forward reaction prediction with 1.9M reactions from USPTO patents (1976-2016). Predict the product of the given reaction. (1) Given the reactants [OH:1][CH:2]([CH2:12]Cl)[CH2:3][N:4]1[CH:8]=[CH:7][N:6]=[C:5]1[N+:9]([O-:11])=[O:10].[OH-].[Na+], predict the reaction product. The product is: [O:1]1[CH2:12][CH:2]1[CH2:3][N:4]1[CH:8]=[CH:7][N:6]=[C:5]1[N+:9]([O-:11])=[O:10]. (2) Given the reactants [CH3:1][O:2][C:3]1[CH:8]=[CH:7][CH:6]=[C:5]([NH2:9])[CH:4]=1.Cl[S:11]([C:14]1[CH:19]=[CH:18][C:17]([CH2:20][C:21]([OH:23])=[O:22])=[CH:16][CH:15]=1)(=[O:13])=[O:12], predict the reaction product. The product is: [CH3:1][O:2][C:3]1[CH:4]=[C:5]([NH:9][S:11]([C:14]2[CH:15]=[CH:16][C:17]([CH2:20][C:21]([OH:23])=[O:22])=[CH:18][CH:19]=2)(=[O:13])=[O:12])[CH:6]=[CH:7][CH:8]=1. (3) The product is: [C:1]([C:4]1[CH:5]=[C:6]2[C:11](=[O:12])[N:15]([CH2:16][CH2:17][C:18]([OH:20])=[O:19])[C:8](=[O:10])[C:7]2=[CH:13][CH:14]=1)([OH:3])=[O:2]. Given the reactants [C:1]([C:4]1[CH:5]=[C:6]2[C:11](=[O:12])[O:10][C:8](=O)[C:7]2=[CH:13][CH:14]=1)([OH:3])=[O:2].[NH2:15][CH2:16][CH2:17][C:18]([OH:20])=[O:19], predict the reaction product.